From a dataset of Forward reaction prediction with 1.9M reactions from USPTO patents (1976-2016). Predict the product of the given reaction. (1) Given the reactants Cl.[Br:2][C:3]1[CH:4]=[C:5]([Cl:30])[C:6]([O:9][CH:10]2[CH2:15][CH2:14][N:13]([CH2:16][C:17]3[C:25]([CH:26]4[CH2:28][CH2:27]4)=[CH:24][C:20]([C:21]([OH:23])=O)=[C:19]([F:29])[CH:18]=3)[CH2:12][CH2:11]2)=[N:7][CH:8]=1.C(N1C=CN=C1)(N1C=CN=C1)=O.N12CCCN=C1CCCCC2.[CH:54]1([S:57]([NH2:60])(=[O:59])=[O:58])[CH2:56][CH2:55]1, predict the reaction product. The product is: [Br:2][C:3]1[CH:4]=[C:5]([Cl:30])[C:6]([O:9][CH:10]2[CH2:15][CH2:14][N:13]([CH2:16][C:17]3[C:25]([CH:26]4[CH2:27][CH2:28]4)=[CH:24][C:20]([C:21]([NH:60][S:57]([CH:54]4[CH2:56][CH2:55]4)(=[O:59])=[O:58])=[O:23])=[C:19]([F:29])[CH:18]=3)[CH2:12][CH2:11]2)=[N:7][CH:8]=1. (2) Given the reactants [CH3:1][O:2][C:3]([C:5]1[S:14][C:8]2[N:9]=[CH:10][N:11]=[C:12](Cl)[C:7]=2[C:6]=1[CH3:15])=[O:4].[NH2:16][CH2:17][CH2:18][C:19]1[S:23][C:22]([NH:24][C:25]([NH:27][C:28]2[CH:33]=[CH:32][CH:31]=[C:30]([C:34]([F:37])([F:36])[F:35])[CH:29]=2)=[O:26])=[N:21][CH:20]=1.CCN(C(C)C)C(C)C, predict the reaction product. The product is: [CH4:1].[CH3:1][O:2][C:3]([C:5]1[S:14][C:8]2[N:9]=[CH:10][N:11]=[C:12]([NH:16][CH2:17][CH2:18][C:19]3[S:23][C:22]([NH:24][C:25]([NH:27][C:28]4[CH:33]=[CH:32][CH:31]=[C:30]([C:34]([F:36])([F:37])[F:35])[CH:29]=4)=[O:26])=[N:21][CH:20]=3)[C:7]=2[C:6]=1[CH3:15])=[O:4]. (3) The product is: [C:22]([O:21][C:19]([N:11]1[C:10]2[CH:9]=[C:8]([C:7]([CH3:18])([CH3:17])[O:6][SiH2:5][C:1]([CH3:4])([CH3:2])[CH3:3])[S:15][C:14]=2[C:13]([I:16])=[N:12]1)=[O:20])([CH3:25])([CH3:24])[CH3:23]. Given the reactants [C:1]([SiH2:5][O:6][C:7]([CH3:18])([CH3:17])[C:8]1[S:15][C:14]2[C:13]([I:16])=[N:12][NH:11][C:10]=2[CH:9]=1)([CH3:4])([CH3:3])[CH3:2].[C:19](O[C:19]([O:21][C:22]([CH3:25])([CH3:24])[CH3:23])=[O:20])([O:21][C:22]([CH3:25])([CH3:24])[CH3:23])=[O:20], predict the reaction product. (4) Given the reactants [Li]C(CC)C.C1CCCCC1.CN(CCN(C)C)C.[F:20][C:21]1[CH:22]=[C:23]([CH:31]=[CH:32][CH:33]=1)[C:24]([N:26]1[CH2:30][CH2:29][CH2:28][CH2:27]1)=[O:25].[CH3:34][Si:35](Cl)([CH3:37])[CH3:36], predict the reaction product. The product is: [F:20][C:21]1[C:22]([Si:35]([CH3:37])([CH3:36])[CH3:34])=[C:23]([C:31]([Si:35]([CH3:37])([CH3:36])[CH3:34])=[CH:32][CH:33]=1)[C:24]([N:26]1[CH2:30][CH2:29][CH2:28][CH2:27]1)=[O:25].